This data is from Full USPTO retrosynthesis dataset with 1.9M reactions from patents (1976-2016). The task is: Predict the reactants needed to synthesize the given product. (1) Given the product [CH3:1][O:2][C:3]1[CH:4]=[C:5]2[C:10](=[CH:11][CH:12]=1)[CH:9]([CH2:13][C:14]1[CH:19]=[CH:18][C:17]([O:20][CH2:21][C:22]3[CH:27]=[CH:26][CH:25]=[CH:24][CH:23]=3)=[CH:16][CH:15]=1)[N:8]([C:29]1[CH:34]=[CH:33][C:32]([N+:35]([O-:37])=[O:36])=[CH:31][CH:30]=1)[CH2:7][CH2:6]2, predict the reactants needed to synthesize it. The reactants are: [CH3:1][O:2][C:3]1[CH:4]=[C:5]2[C:10](=[CH:11][CH:12]=1)[CH:9]([CH2:13][C:14]1[CH:19]=[CH:18][C:17]([O:20][CH2:21][C:22]3[CH:27]=[CH:26][CH:25]=[CH:24][CH:23]=3)=[CH:16][CH:15]=1)[NH:8][CH2:7][CH2:6]2.F[C:29]1[CH:34]=[CH:33][C:32]([N+:35]([O-:37])=[O:36])=[CH:31][CH:30]=1.C([O-])([O-])=O.[K+].[K+].O. (2) The reactants are: [O:1]=[C:2]1[CH2:6][CH2:5][CH2:4][N:3]1[C:7]1[CH:12]=[CH:11][C:10]([N:13]2[CH:17]=[N:16][C:15]([C:18]3[CH:19]=[C:20]([CH:25]=[CH:26][CH:27]=3)[C:21]([O:23]C)=[O:22])=[N:14]2)=[CH:9][CH:8]=1.[I-].[Li+].Cl. Given the product [O:1]=[C:2]1[CH2:6][CH2:5][CH2:4][N:3]1[C:7]1[CH:8]=[CH:9][C:10]([N:13]2[CH:17]=[N:16][C:15]([C:18]3[CH:19]=[C:20]([CH:25]=[CH:26][CH:27]=3)[C:21]([OH:23])=[O:22])=[N:14]2)=[CH:11][CH:12]=1, predict the reactants needed to synthesize it.